This data is from Full USPTO retrosynthesis dataset with 1.9M reactions from patents (1976-2016). The task is: Predict the reactants needed to synthesize the given product. (1) Given the product [C:10]([CH:9]([C:6]1[CH:7]=[CH:8][C:3]([O:2][CH3:1])=[CH:4][CH:5]=1)[C:12]1([OH:18])[CH2:17][CH2:16][CH2:15][CH2:14][CH2:13]1)#[N:11], predict the reactants needed to synthesize it. The reactants are: [CH3:1][O:2][C:3]1[CH:8]=[CH:7][C:6]([CH2:9][C:10]#[N:11])=[CH:5][CH:4]=1.[C:12]1(=[O:18])[CH2:17][CH2:16][CH2:15][CH2:14][CH2:13]1.Cl.C(OCC)(=O)C. (2) Given the product [Br:1][C:2]1[CH:3]=[C:4]2[C:9](=[CH:10][CH:11]=1)[C@@H:7]([N:29]1[CH2:30][CH2:31][N:26]([C:13]3([CH3:12])[CH2:18][CH2:17][N:16]([C:19]([O:21][C:22]([CH3:25])([CH3:24])[CH3:23])=[O:20])[CH2:15][CH2:14]3)[CH2:27][C@@H:28]1[CH3:32])[C@H:6]([OH:8])[CH2:5]2, predict the reactants needed to synthesize it. The reactants are: [Br:1][C:2]1[CH:11]=[CH:10][C:9]2[CH:7]3[O:8][CH:6]3[CH2:5][C:4]=2[CH:3]=1.[CH3:12][C:13]1([N:26]2[CH2:31][CH2:30][NH:29][C@@H:28]([CH3:32])[CH2:27]2)[CH2:18][CH2:17][N:16]([C:19]([O:21][C:22]([CH3:25])([CH3:24])[CH3:23])=[O:20])[CH2:15][CH2:14]1. (3) Given the product [Cl:1][C:2]1[CH:3]=[C:4]([C:9]2[N:10]=[C:11]([CH2:22][CH:23]([C:27]3[CH:28]=[C:29]([CH3:33])[CH:30]=[CH:31][CH:32]=3)[C:24]([OH:26])=[O:25])[NH:12][C:13]=2[C:14]2[CH:19]=[CH:18][C:17]([O:20][CH3:21])=[CH:16][CH:15]=2)[CH:5]=[CH:6][C:7]=1[Cl:8], predict the reactants needed to synthesize it. The reactants are: [Cl:1][C:2]1[CH:3]=[C:4]([C:9]2[N:10]=[C:11](/[CH:22]=[C:23](\[C:27]3[CH:28]=[C:29]([CH3:33])[CH:30]=[CH:31][CH:32]=3)/[C:24]([OH:26])=[O:25])[NH:12][C:13]=2[C:14]2[CH:19]=[CH:18][C:17]([O:20][CH3:21])=[CH:16][CH:15]=2)[CH:5]=[CH:6][C:7]=1[Cl:8].CC([O-])=O.[Na+]. (4) Given the product [Cl:24][C:22]1[C:21]([N+:25]([O-:27])=[O:26])=[CH:20][C:19]2[O:28][CH2:5][C:6](=[O:7])[NH:17][C:18]=2[CH:23]=1, predict the reactants needed to synthesize it. The reactants are: CC1(C)[O:7][C:6]2C=CC([N+]([O-])=O)=C[C:5]=2NC1=O.[NH2:17][C:18]1[CH:23]=[C:22]([Cl:24])[C:21]([N+:25]([O-:27])=[O:26])=[CH:20][C:19]=1[OH:28]. (5) Given the product [CH2:22]([N:17]1[CH2:16][C:15]2([CH2:24][CH2:25][N:12]([CH:8]([C:5]3[CH:6]=[CH:7][C:2]([C:57]4[C:66]([F:67])=[C:65]5[C:60]([CH:61]=[CH:62][CH:63]=[N:64]5)=[CH:59][CH:58]=4)=[CH:3][C:4]=3[F:26])[C:9]([NH2:11])=[O:10])[CH2:13][CH2:14]2)[O:20][CH2:19][C:18]1=[O:21])[CH3:23], predict the reactants needed to synthesize it. The reactants are: Br[C:2]1[CH:7]=[CH:6][C:5]([CH:8]([N:12]2[CH2:25][CH2:24][C:15]3([O:20][CH2:19][C:18](=[O:21])[N:17]([CH2:22][CH3:23])[CH2:16]3)[CH2:14][CH2:13]2)[C:9]([NH2:11])=[O:10])=[C:4]([F:26])[CH:3]=1.B1(B2OC(C)(C)C(C)(C)O2)OC(C)(C)C(C)(C)O1.C([O-])(=O)C.[K+].C(=O)([O-])[O-].[K+].[K+].Br[C:57]1[C:66]([F:67])=[C:65]2[C:60]([CH:61]=[CH:62][CH:63]=[N:64]2)=[CH:59][CH:58]=1. (6) The reactants are: [OH:1][C:2]1[CH:3]=[C:4]([CH2:10][C:11]([OH:13])=[O:12])[CH:5]=[CH:6][C:7]=1[O:8][CH3:9].S(Cl)(Cl)=O.[CH3:18]O. Given the product [CH3:18][O:12][C:11](=[O:13])[CH2:10][C:4]1[CH:5]=[CH:6][C:7]([O:8][CH3:9])=[C:2]([OH:1])[CH:3]=1, predict the reactants needed to synthesize it. (7) Given the product [O:4]1[C:8]2=[C:9]([N:13]3[CH2:18][CH2:17][N:16]([CH2:19][CH2:20][C@H:21]4[CH2:26][CH2:25][C@H:24]([NH:27][C:34](=[O:35])[CH2:33][CH:29]5[CH2:30][CH2:31][CH2:32][O:28]5)[CH2:23][CH2:22]4)[CH2:15][CH2:14]3)[N:10]=[CH:11][CH:12]=[C:7]2[CH2:6][CH2:5]1, predict the reactants needed to synthesize it. The reactants are: Cl.Cl.Cl.[O:4]1[C:8]2=[C:9]([N:13]3[CH2:18][CH2:17][N:16]([CH2:19][CH2:20][C@H:21]4[CH2:26][CH2:25][C@H:24]([NH2:27])[CH2:23][CH2:22]4)[CH2:15][CH2:14]3)[N:10]=[CH:11][CH:12]=[C:7]2[CH2:6][CH2:5]1.[O:28]1[CH2:32][CH2:31][CH2:30][CH:29]1[CH2:33][C:34](O)=[O:35].